From a dataset of Reaction yield outcomes from USPTO patents with 853,638 reactions. Predict the reaction yield, written as a fraction of the theoretical maximum amount of product (1.0 means a 100% yield; for example, 0.34 means a 34% yield). (1) The yield is 0.330. The reactants are Br[C:2]1[CH:3]=[C:4]([NH:10][C:11]2[CH:23]=[C:14]3[CH2:15][N:16]([CH:19]4[CH2:22][O:21][CH2:20]4)[CH2:17][CH2:18][N:13]3[N:12]=2)[C:5](=[O:9])[N:6]([CH3:8])[CH:7]=1.CC1(C)C(C)(C)[O:28][B:27](B2OC(C)(C)C(C)(C)O2)[O:26]1.C([O-])(=O)C.[K+]. The catalyst is C1C=CC(P(C2C=CC=CC=2)[C-]2C=CC=C2)=CC=1.C1C=CC(P(C2C=CC=CC=2)[C-]2C=CC=C2)=CC=1.Cl[Pd]Cl.[Fe+2].O1CCOCC1. The product is [CH3:8][N:6]1[C:5](=[O:9])[C:4]([NH:10][C:11]2[CH:23]=[C:14]3[CH2:15][N:16]([CH:19]4[CH2:22][O:21][CH2:20]4)[CH2:17][CH2:18][N:13]3[N:12]=2)=[CH:3][C:2]([B:27]([OH:28])[OH:26])=[CH:7]1. (2) The reactants are [H-].[Al+3].[Li+].[H-].[H-].[H-].C(O[C:12](=O)[NH:13][C@H:14]1[CH2:19][CH2:18][C@@H:17]([OH:20])[CH2:16][CH2:15]1)(C)(C)C.O.[OH-].[Na+]. The catalyst is C1COCC1. The product is [CH3:12][NH:13][C@@H:14]1[CH2:19][CH2:18][C@H:17]([OH:20])[CH2:16][CH2:15]1. The yield is 0.760. (3) The reactants are [C:1]([C:4]1[C:22](=[O:23])[C@@:8]2([CH3:24])[C:9]3[C:15]([OH:16])=[CH:14][C:13]([O:17][CH3:18])=[C:12]([C:19]([NH2:21])=[O:20])[C:10]=3[O:11][C:7]2=[CH:6][C:5]=1[OH:25])(=[O:3])[CH3:2].[Cl:26][C:27]1[CH:45]=[CH:44][CH:43]=[CH:42][C:28]=1[O:29][C:30]1[C:39]2[C:34](=[CH:35][CH:36]=[CH:37][CH:38]=2)[C:33]([CH:40]=O)=[CH:32][CH:31]=1.C([SiH](CC)CC)C.FC(F)(F)C(O)=O. The catalyst is C(#N)C. The product is [C:1]([C:4]1[C:22](=[O:23])[C@@:8]2([CH3:24])[C:9]3[C:15]([OH:16])=[CH:14][C:13]([O:17][CH3:18])=[C:12]([C:19]([NH:21][CH2:40][C:33]4[C:34]5[C:39](=[CH:38][CH:37]=[CH:36][CH:35]=5)[C:30]([O:29][C:28]5[CH:42]=[CH:43][CH:44]=[CH:45][C:27]=5[Cl:26])=[CH:31][CH:32]=4)=[O:20])[C:10]=3[O:11][C:7]2=[CH:6][C:5]=1[OH:25])(=[O:3])[CH3:2]. The yield is 0.620. (4) The reactants are Cl.[NH2:2][CH2:3][C:4]1[CH:13]=[CH:12][CH:11]=[C:10]2[C:5]=1[C:6](=[O:23])[N:7]([CH:15]1[CH2:20][CH2:19][C:18](=[O:21])[NH:17][C:16]1=[O:22])[C:8]([CH3:14])=[N:9]2.[C:24](Cl)(=[O:28])[CH2:25][CH2:26][CH3:27].C(N(CC)C(C)C)(C)C. The catalyst is C(#N)C. The product is [O:22]=[C:16]1[CH:15]([N:7]2[C:6](=[O:23])[C:5]3[C:10](=[CH:11][CH:12]=[CH:13][C:4]=3[CH2:3][NH:2][C:24](=[O:28])[CH2:25][CH2:26][CH3:27])[N:9]=[C:8]2[CH3:14])[CH2:20][CH2:19][C:18](=[O:21])[NH:17]1. The yield is 0.460.